This data is from Catalyst prediction with 721,799 reactions and 888 catalyst types from USPTO. The task is: Predict which catalyst facilitates the given reaction. (1) Reactant: [CH3:1][NH:2][NH2:3].[CH3:4][O:5][C:6](=[O:20])[CH:7]([C:17](=O)[CH3:18])[C:8](=O)[CH2:9][C:10]1[CH:15]=[CH:14][CH:13]=[CH:12][CH:11]=1. Product: [CH3:4][O:5][C:6]([C:7]1[C:17]([CH3:18])=[N:3][N:2]([CH3:1])[C:8]=1[CH2:9][C:10]1[CH:15]=[CH:14][CH:13]=[CH:12][CH:11]=1)=[O:20].[CH3:4][O:5][C:6]([C:7]1[C:8]([CH2:9][C:10]2[CH:15]=[CH:14][CH:13]=[CH:12][CH:11]=2)=[N:3][N:2]([CH3:1])[C:17]=1[CH3:18])=[O:20]. The catalyst class is: 14. (2) Reactant: [Br:1][C:2]1[C:3]([CH:13](Br)Br)=[CH:4][C:5]([F:12])=[C:6]([CH:11]=1)[C:7]([O:9][CH3:10])=[O:8].C1C[O:19]CC1. Product: [Br:1][C:2]1[C:3]([CH:13]=[O:19])=[CH:4][C:5]([F:12])=[C:6]([CH:11]=1)[C:7]([O:9][CH3:10])=[O:8]. The catalyst class is: 716. (3) Reactant: [CH3:1][O:2][CH2:3][CH2:4][CH2:5][O:6][C:7]1[CH:8]=[C:9]([CH:27]=[CH:28][C:29]=1[O:30][CH3:31])[CH2:10][C@H:11]([CH:24]([CH3:26])[CH3:25])[CH2:12][CH:13]([NH:16][C:17](=[O:23])[O:18][C:19]([CH3:22])([CH3:21])[CH3:20])[CH2:14][OH:15].C(N(CC)CC)C. Product: [CH3:1][O:2][CH2:3][CH2:4][CH2:5][O:6][C:7]1[CH:8]=[C:9]([CH:27]=[CH:28][C:29]=1[O:30][CH3:31])[CH2:10][C@H:11]([CH:24]([CH3:26])[CH3:25])[CH2:12][CH:13]([NH:16][C:17](=[O:23])[O:18][C:19]([CH3:22])([CH3:21])[CH3:20])[CH:14]=[O:15]. The catalyst class is: 16.